From a dataset of CYP1A2 inhibition data for predicting drug metabolism from PubChem BioAssay. Regression/Classification. Given a drug SMILES string, predict its absorption, distribution, metabolism, or excretion properties. Task type varies by dataset: regression for continuous measurements (e.g., permeability, clearance, half-life) or binary classification for categorical outcomes (e.g., BBB penetration, CYP inhibition). Dataset: cyp1a2_veith. (1) The molecule is NC12CC3CC(CC(C3)C1)C2. The result is 0 (non-inhibitor). (2) The drug is COc1ccccc1-c1nc(NC2CC2)c2ccccc2n1. The result is 1 (inhibitor). (3) The molecule is COC(=O)c1ccc(NC(=O)c2cc3sccc3n2C)cc1. The result is 1 (inhibitor). (4) The compound is COc1ccc(CCC(C)NC2C3CC4CC(C3)CC2C4)cc1. The result is 0 (non-inhibitor). (5) The compound is O=S1(=O)C=C(SCc2cccc(Cl)c2)Nc2ccccc21. The result is 1 (inhibitor). (6) The molecule is Cc1sc(N)c(C(=O)c2cccc(C(F)(F)F)c2)c1C. The result is 1 (inhibitor). (7) The molecule is CC[C@H]1C2=C3C(CC[C@H]4C(OCc5ccc(F)cc5C(F)(F)F)OC[C@](C)([C@@H]34)N(C(=O)OC(C)(C)C)C2)C(COC)C1COC. The result is 0 (non-inhibitor).